From a dataset of Full USPTO retrosynthesis dataset with 1.9M reactions from patents (1976-2016). Predict the reactants needed to synthesize the given product. (1) The reactants are: CON(C)[C:4]([C:6]1[CH:7]=[CH:8][C:9]2[O:13][C:12]([CH2:14][CH2:15][N:16]3[CH2:20][CH2:19][CH2:18][C@H:17]3[CH3:21])=[CH:11][C:10]=2[CH:22]=1)=[O:5].[CH3:24][O:25][C:26]1[CH:31]=[CH:30][CH:29]=[CH:28][C:27]=1[Mg]Br. Given the product [CH3:24][O:25][C:26]1[CH:31]=[CH:30][CH:29]=[CH:28][C:27]=1[C:4]([C:6]1[CH:7]=[CH:8][C:9]2[O:13][C:12]([CH2:14][CH2:15][N:16]3[CH2:20][CH2:19][CH2:18][C@H:17]3[CH3:21])=[CH:11][C:10]=2[CH:22]=1)=[O:5], predict the reactants needed to synthesize it. (2) Given the product [Br:6][CH2:5][CH:4]([CH2:7][Br:8])[CH2:3][N:2]([CH3:10])[CH3:1], predict the reactants needed to synthesize it. The reactants are: [CH3:1][N:2]([CH3:10])[C:3](=O)[CH:4]([CH2:7][Br:8])[CH2:5][Br:6].CC(C[AlH]CC(C)C)C. (3) Given the product [CH3:32][O:31][C:28]1[CH:29]=[CH:30][C:25]([C@H:23]([N:12]([CH2:11][C:9]2[N:10]=[C:6]3[CH:5]=[CH:4][CH:3]=[C:2]([N:37]4[CH2:38][CH2:39][N:34]([CH3:33])[CH2:35][CH2:36]4)[N:7]3[CH:8]=2)[C@H:13]2[C:22]3[N:21]=[CH:20][CH:19]=[CH:18][C:17]=3[CH2:16][CH2:15][CH2:14]2)[CH3:24])=[CH:26][CH:27]=1, predict the reactants needed to synthesize it. The reactants are: F[C:2]1[N:7]2[CH:8]=[C:9]([CH2:11][N:12]([C@@H:23]([C:25]3[CH:30]=[CH:29][C:28]([O:31][CH3:32])=[CH:27][CH:26]=3)[CH3:24])[C@H:13]3[C:22]4[N:21]=[CH:20][CH:19]=[CH:18][C:17]=4[CH2:16][CH2:15][CH2:14]3)[N:10]=[C:6]2[CH:5]=[CH:4][CH:3]=1.[CH3:33][N:34]1[CH2:39][CH2:38][NH:37][CH2:36][CH2:35]1. (4) The reactants are: Cl.[NH2:2][C:3](=[NH:15])[C:4]1[CH:14]=[CH:13][C:7]([C:8]([O:10][CH2:11][CH3:12])=[O:9])=[CH:6][CH:5]=1.O.[NH2:17]N.[C:19]([NH:22][CH:23]([CH2:31][CH3:32])[C:24](=O)[C:25](OCC)=[O:26])(=[O:21])[CH3:20]. Given the product [C:19]([NH:22][CH:23]([C:24]1[C:25](=[O:26])[NH:15][C:3]([C:4]2[CH:14]=[CH:13][C:7]([C:8]([O:10][CH2:11][CH3:12])=[O:9])=[CH:6][CH:5]=2)=[N:2][N:17]=1)[CH2:31][CH3:32])(=[O:21])[CH3:20], predict the reactants needed to synthesize it. (5) Given the product [Cl:34][C:35]1[S:39][C:38]([C:40]2[N:44]([CH2:45][C:46]3[CH:51]=[CH:50][CH:49]=[CH:48][C:47]=3[F:52])[C:43](=[O:53])[N:42]([CH2:54][C:55]3[O:57][N:70]=[C:69]([C:71]4[CH:76]=[CH:75][CH:74]=[CH:73][C:72]=4[C:77]([F:78])([F:79])[F:80])[N:68]=3)[N:41]=2)=[CH:37][CH:36]=1, predict the reactants needed to synthesize it. The reactants are: F[P-](F)(F)(F)(F)F.N1(O[P+](N2CCCC2)(N2CCCC2)N2CCCC2)C2C=CC=CC=2N=N1.[Cl:34][C:35]1[S:39][C:38]([C:40]2[N:44]([CH2:45][C:46]3[CH:51]=[CH:50][CH:49]=[CH:48][C:47]=3[F:52])[C:43](=[O:53])[N:42]([CH2:54][C:55]([OH:57])=O)[N:41]=2)=[CH:37][CH:36]=1.C(N(CC)C(C)C)(C)C.O[N:68]=[C:69]([C:71]1[CH:76]=[CH:75][CH:74]=[CH:73][C:72]=1[C:77]([F:80])([F:79])[F:78])[NH2:70]. (6) Given the product [CH2:3]([O:10][C:14]1[CH:19]=[CH:18][C:17]([N+:20]([O-:22])=[O:21])=[CH:16][C:15]=1[C:23]([F:24])([F:25])[F:26])[C:4]1[CH:9]=[CH:8][CH:7]=[CH:6][CH:5]=1, predict the reactants needed to synthesize it. The reactants are: [H-].[Na+].[CH2:3]([OH:10])[C:4]1[CH:9]=[CH:8][CH:7]=[CH:6][CH:5]=1.[H][H].F[C:14]1[CH:19]=[CH:18][C:17]([N+:20]([O-:22])=[O:21])=[CH:16][C:15]=1[C:23]([F:26])([F:25])[F:24]. (7) Given the product [C:1]([O:5][C:6]([N:8]1[CH2:13][CH2:12][CH:11]([N:14]2[C:15]3[CH:20]=[CH:19][C:18]([CH3:21])=[CH:17][C:16]=3[N:22]=[C:27]2[CH:24]2[CH2:26][CH2:25]2)[CH:10]([OH:23])[CH2:9]1)=[O:7])([CH3:4])([CH3:2])[CH3:3], predict the reactants needed to synthesize it. The reactants are: [C:1]([O:5][C:6]([N:8]1[CH2:13][CH2:12][CH:11]([NH:14][C:15]2[CH:20]=[CH:19][C:18]([CH3:21])=[CH:17][C:16]=2[NH2:22])[CH:10]([OH:23])[CH2:9]1)=[O:7])([CH3:4])([CH3:3])[CH3:2].[CH:24]1([CH:27]=O)[CH2:26][CH2:25]1.OOS([O-])=O.[K+].[OH-].[Na+].